From a dataset of Forward reaction prediction with 1.9M reactions from USPTO patents (1976-2016). Predict the product of the given reaction. (1) Given the reactants [N:1]1([CH2:7][C:8]2[CH:13]=[CH:12][C:11]([NH:14][C:15](=[S:37])[NH:16][NH:17][C:18](=O)[C:19]3[CH:24]=[C:23]([CH:25]([CH3:27])[CH3:26])[C:22]([O:28]COC)=[CH:21][C:20]=3[O:32]COC)=[CH:10][CH:9]=2)[CH2:6][CH2:5][O:4][CH2:3][CH2:2]1, predict the reaction product. The product is: [CH:25]([C:23]1[CH:24]=[C:19]([C:18]2[N:14]([C:11]3[CH:12]=[CH:13][C:8]([CH2:7][N:1]4[CH2:6][CH2:5][O:4][CH2:3][CH2:2]4)=[CH:9][CH:10]=3)[C:15]([SH:37])=[N:16][N:17]=2)[C:20]([OH:32])=[CH:21][C:22]=1[OH:28])([CH3:27])[CH3:26]. (2) Given the reactants [Cl:1][C:2]1[CH:10]=[C:9]2[C:5]([C:6]([C:15]([N:17]3[CH2:22][CH2:21][CH:20]([C:23]4[CH:28]=[CH:27][CH:26]=[CH:25][C:24]=4[O:29][C:30]([F:33])([F:32])[F:31])[CH2:19][CH2:18]3)=[O:16])=[CH:7][N:8]2[CH2:11][C:12](O)=[O:13])=[CH:4][CH:3]=1.[CH3:34][N:35]([CH3:39])[CH2:36][CH2:37][NH2:38], predict the reaction product. The product is: [Cl:1][C:2]1[CH:10]=[C:9]2[C:5]([C:6]([C:15]([N:17]3[CH2:18][CH2:19][CH:20]([C:23]4[CH:28]=[CH:27][CH:26]=[CH:25][C:24]=4[O:29][C:30]([F:32])([F:33])[F:31])[CH2:21][CH2:22]3)=[O:16])=[CH:7][N:8]2[CH2:11][C:12]([NH:38][CH2:37][CH2:36][N:35]([CH3:39])[CH3:34])=[O:13])=[CH:4][CH:3]=1. (3) Given the reactants [OH:1][C:2]([C:50]1[S:51][CH:52]=[CH:53][CH:54]=1)([C:45]1[S:46][CH:47]=[CH:48][CH:49]=1)[C:3]([O:5][C@H:6]1[CH2:11][CH2:10][C@H:9]([N:12]([CH2:14][CH2:15][N:16]2[C:20]3[CH:21]=[CH:22][C:23]([CH2:25][O:26][Si](C(C)(C)C)(C4C=CC=CC=4)C4C=CC=CC=4)=[CH:24][C:19]=3[O:18][C:17]2=[O:44])[CH3:13])[CH2:8][CH2:7]1)=[O:4].F.F.F.C(N(CC)CC)C.C(=O)(O)[O-].[Na+].C(Cl)(Cl)Cl, predict the reaction product. The product is: [OH:1][C:2]([C:45]1[S:46][CH:47]=[CH:48][CH:49]=1)([C:50]1[S:51][CH:52]=[CH:53][CH:54]=1)[C:3]([O:5][C@H:6]1[CH2:11][CH2:10][C@H:9]([N:12]([CH2:14][CH2:15][N:16]2[C:20]3[CH:21]=[CH:22][C:23]([CH2:25][OH:26])=[CH:24][C:19]=3[O:18][C:17]2=[O:44])[CH3:13])[CH2:8][CH2:7]1)=[O:4]. (4) Given the reactants [CH2:1]([O:3][CH:4]([CH2:10][C:11]1[CH:16]=[CH:15][C:14]([OH:17])=[CH:13][CH:12]=1)[C:5]([O:7][CH2:8][CH3:9])=[O:6])[CH3:2].CO, predict the reaction product. The product is: [CH2:1]([O:3][C@@H:4]([CH2:10][C:11]1[CH:12]=[CH:13][C:14]([OH:17])=[CH:15][CH:16]=1)[C:5]([OH:7])=[O:6])[CH3:2].[CH2:1]([O:3][C@H:4]([CH2:10][C:11]1[CH:12]=[CH:13][C:14]([OH:17])=[CH:15][CH:16]=1)[C:5]([O:7][CH2:8][CH3:9])=[O:6])[CH3:2]. (5) Given the reactants [F:1][C:2]1[CH:7]=[C:6]([N+:8]([O-:10])=[O:9])[CH:5]=[CH:4][C:3]=1[OH:11].ClC1C=CC=CC=1.Cl[C:20]1[C:29]2[C:24](=[CH:25][C:26]([O:32][CH2:33][CH2:34][CH2:35][N:36]3[CH2:40][CH2:39][CH2:38][CH2:37]3)=[C:27]([O:30][CH3:31])[CH:28]=2)[N:23]=[CH:22][CH:21]=1, predict the reaction product. The product is: [F:1][C:2]1[CH:7]=[C:6]([N+:8]([O-:10])=[O:9])[CH:5]=[CH:4][C:3]=1[O:11][C:20]1[C:29]2[C:24](=[CH:25][C:26]([O:32][CH2:33][CH2:34][CH2:35][N:36]3[CH2:37][CH2:38][CH2:39][CH2:40]3)=[C:27]([O:30][CH3:31])[CH:28]=2)[N:23]=[CH:22][CH:21]=1. (6) Given the reactants [C:1]([O:5][C:6](=[O:21])[CH2:7][CH:8]([CH2:12][CH2:13][CH2:14][CH:15]1[CH2:20][CH2:19][CH2:18][CH2:17][CH2:16]1)[C:9]([OH:11])=O)([CH3:4])([CH3:3])[CH3:2].O[NH:23][C:24](=[NH:31])[CH2:25][N:26]1[CH:30]=[N:29][CH:28]=[N:27]1, predict the reaction product. The product is: [CH:15]1([CH2:14][CH2:13][CH2:12][C@@H:8]([C:9]2[O:11][N:31]=[C:24]([CH2:25][N:26]3[CH:30]=[N:29][CH:28]=[N:27]3)[N:23]=2)[CH2:7][C:6]([O:5][C:1]([CH3:2])([CH3:3])[CH3:4])=[O:21])[CH2:20][CH2:19][CH2:18][CH2:17][CH2:16]1. (7) Given the reactants [OH:1][C@H:2]1[CH2:7][CH2:6][C@H:5]([NH:8][C:9]2[N:14]=[C:13]([CH2:15][N:16]3[CH2:27][CH2:26][CH2:25][C@H:17]3[C:18]([O:20]C(C)(C)C)=[O:19])[CH:12]=[C:11]([NH:28][C:29]3[S:30][C:31]4[C:36]([N:37]=3)=[CH:35][CH:34]=[CH:33][N:32]=4)[N:10]=2)[CH2:4][CH2:3]1.FC(F)(F)C(O)=O, predict the reaction product. The product is: [OH:1][C@H:2]1[CH2:7][CH2:6][C@H:5]([NH:8][C:9]2[N:14]=[C:13]([CH2:15][N:16]3[CH2:27][CH2:26][CH2:25][C@H:17]3[C:18]([OH:20])=[O:19])[CH:12]=[C:11]([NH:28][C:29]3[S:30][C:31]4[C:36]([N:37]=3)=[CH:35][CH:34]=[CH:33][N:32]=4)[N:10]=2)[CH2:4][CH2:3]1.